This data is from Forward reaction prediction with 1.9M reactions from USPTO patents (1976-2016). The task is: Predict the product of the given reaction. (1) Given the reactants [CH3:1][C:2]1[CH:7]=[C:6]([CH3:8])[CH:5]=[CH:4][C:3]=1[C:9]#[C:10][Si](CC)(CC)CC.[F-].C([N+](CCCC)(CCCC)CCCC)CCC, predict the reaction product. The product is: [C:9]([C:3]1[CH:4]=[CH:5][C:6]([CH3:8])=[CH:7][C:2]=1[CH3:1])#[CH:10]. (2) Given the reactants [NH2:1][C:2]1[CH:3]=[C:4]([C:8]2[C:17]3[C:12](=[C:13]([C:18]4[CH:23]=[CH:22][CH:21]=[CH:20][CH:19]=4)[CH:14]=[CH:15][CH:16]=3)[C:11]([NH:24][CH2:25][C:26]3[CH:31]=[CH:30][CH:29]=[CH:28][CH:27]=3)=[N:10][N:9]=2)[CH:5]=[N:6][CH:7]=1.ClS([N:36]=[C:37]=[O:38])(=O)=O, predict the reaction product. The product is: [CH2:25]([NH:24][C:11]1[C:12]2[C:17](=[CH:16][CH:15]=[CH:14][C:13]=2[C:18]2[CH:23]=[CH:22][CH:21]=[CH:20][CH:19]=2)[C:8]([C:4]2[CH:3]=[C:2]([NH:1][C:37]([NH2:36])=[O:38])[CH:7]=[N:6][CH:5]=2)=[N:9][N:10]=1)[C:26]1[CH:31]=[CH:30][CH:29]=[CH:28][CH:27]=1.